From a dataset of Cav3 T-type calcium channel HTS with 100,875 compounds. Binary Classification. Given a drug SMILES string, predict its activity (active/inactive) in a high-throughput screening assay against a specified biological target. (1) The drug is S(=O)(=O)(N1CCCC1)c1ccc(cc1)C(=O)Nc1c(SCCC#N)cccc1. The result is 0 (inactive). (2) The compound is O(C(=O)N1CCN(CC1)CC(=O)Nc1ccc(OC)cc1)CC. The result is 0 (inactive).